Dataset: Reaction yield outcomes from USPTO patents with 853,638 reactions. Task: Predict the reaction yield, written as a fraction of the theoretical maximum amount of product (1.0 means a 100% yield; for example, 0.34 means a 34% yield). (1) The reactants are [Cl:1][CH2:2][CH2:3][NH:4][CH2:5][C:6]1[NH:7][C:8](=[O:20])[C:9]2[N:14]=[N:13][N:12]([CH:15]3[CH2:19][CH2:18][CH2:17][CH2:16]3)[C:10]=2[N:11]=1.[CH3:21][O:22][C:23]1[CH:30]=[CH:29][C:26]([CH:27]=O)=[CH:25][CH:24]=1.C(O)(=O)C.C(O[BH-](OC(=O)C)OC(=O)C)(=O)C.[Na+].C(=O)(O)[O-].[Na+]. The catalyst is ClCCl. The product is [Cl:1][CH2:2][CH2:3][N:4]([CH2:5][C:6]1[NH:7][C:8](=[O:20])[C:9]2[N:14]=[N:13][N:12]([CH:15]3[CH2:19][CH2:18][CH2:17][CH2:16]3)[C:10]=2[N:11]=1)[CH2:27][C:26]1[CH:29]=[CH:30][C:23]([O:22][CH3:21])=[CH:24][CH:25]=1. The yield is 0.240. (2) The reactants are [NH2:1][C@H:2]1[CH2:6][CH2:5][CH2:4][C@H:3]1[C:7]([O:9][CH2:10][CH3:11])=[O:8].[Cl:12][C:13]1[CH:18]=[CH:17][C:16]([S:19](Cl)(=[O:21])=[O:20])=[CH:15][CH:14]=1.C(N(CC)CC)C.C(OCC)C. The catalyst is O1CCCC1. The product is [Cl:12][C:13]1[CH:18]=[CH:17][C:16]([S:19]([NH:1][C@H:2]2[CH2:6][CH2:5][CH2:4][C@H:3]2[C:7]([O:9][CH2:10][CH3:11])=[O:8])(=[O:21])=[O:20])=[CH:15][CH:14]=1. The yield is 0.920. (3) The reactants are [F:1][C:2]([F:30])([F:29])[O:3][C:4]1[CH:9]=[CH:8][C:7]([N:10]2[CH:14]=[N:13][C:12]([C:15]3[CH:20]=[CH:19][C:18]([CH:21]4[CH2:23][CH:22]4C(N=[N+]=[N-])=O)=[CH:17][CH:16]=3)=[N:11]2)=[CH:6][CH:5]=1.[C:31]1([OH:37])[CH:36]=[CH:35][CH:34]=[CH:33][CH:32]=1.CC[N:40]([CH2:43]C)CC.CC[O:47]C(C)=O. The catalyst is C1(C)C=CC=CC=1. The product is [F:29][C:2]([F:30])([F:1])[O:3][C:4]1[CH:9]=[CH:8][C:7]([N:10]2[CH:14]=[N:13][C:12]([C:15]3[CH:20]=[CH:19][C:18]([CH:21]4[CH2:23][CH:22]4[NH:40][C:43](=[O:47])[O:37][C:31]4[CH:36]=[CH:35][CH:34]=[CH:33][CH:32]=4)=[CH:17][CH:16]=3)=[N:11]2)=[CH:6][CH:5]=1. The yield is 0.720. (4) The reactants are [CH3:1][O:2][C:3]1[CH:4]=[C:5]([NH:9][C:10]2[C:15]([C:16]3[N:24]=[C:23]([CH3:25])[N:22]=[C:21]4[C:17]=3[N:18]=[CH:19][N:20]4C3CCCCO3)=[CH:14][CH:13]=[CH:12][N:11]=2)[CH:6]=[N:7][CH:8]=1.FC(F)(F)C(O)=O.CO. The catalyst is C(Cl)Cl. The product is [CH3:1][O:2][C:3]1[CH:4]=[C:5]([NH:9][C:10]2[C:15]([C:16]3[N:24]=[C:23]([CH3:25])[N:22]=[C:21]4[C:17]=3[N:18]=[CH:19][NH:20]4)=[CH:14][CH:13]=[CH:12][N:11]=2)[CH:6]=[N:7][CH:8]=1. The yield is 0.626. (5) The reactants are [CH3:1][O:2][C:3]1[CH:8]=[CH:7][C:6]([C:9]([NH:24][C:25]2[O:26][C:27]([CH3:43])([CH3:42])[C:28]([F:41])([F:40])[C@:29]([C:32]3[CH:37]=[C:36](Br)[CH:35]=[CH:34][C:33]=3[F:39])([CH3:31])[N:30]=2)([C:16]2[CH:21]=[CH:20][C:19]([O:22][CH3:23])=[CH:18][CH:17]=2)[C:10]2[CH:15]=[CH:14][CH:13]=[CH:12][CH:11]=2)=[CH:5][CH:4]=1.[Cl:44][C:45]1[CH:46]=[C:47](B(O)O)[CH:48]=[N:49][CH:50]=1. No catalyst specified. The product is [CH3:1][O:2][C:3]1[CH:8]=[CH:7][C:6]([C:9]([NH:24][C:25]2[O:26][C:27]([CH3:43])([CH3:42])[C:28]([F:41])([F:40])[C@:29]([C:32]3[CH:37]=[C:36]([C:47]4[CH:48]=[N:49][CH:50]=[C:45]([Cl:44])[CH:46]=4)[CH:35]=[CH:34][C:33]=3[F:39])([CH3:31])[N:30]=2)([C:16]2[CH:21]=[CH:20][C:19]([O:22][CH3:23])=[CH:18][CH:17]=2)[C:10]2[CH:15]=[CH:14][CH:13]=[CH:12][CH:11]=2)=[CH:5][CH:4]=1. The yield is 0.860. (6) The reactants are [F:1][C:2]1[CH:27]=[C:26]([C:28]([O:30]C)=[O:29])[CH:25]=[CH:24][C:3]=1[O:4][C@H:5]1[CH2:9][CH2:8][N:7]([CH:10]2[CH2:15][CH2:14][N:13]([C:16]([O:18][C:19]([CH3:22])([CH3:21])[CH3:20])=[O:17])[CH2:12][CH2:11]2)[C:6]1=[O:23].C[Si](C)(C)[O-].[K+].Cl. The catalyst is C1COCC1. The product is [C:19]([O:18][C:16]([N:13]1[CH2:14][CH2:15][CH:10]([N:7]2[CH2:8][CH2:9][C@H:5]([O:4][C:3]3[CH:24]=[CH:25][C:26]([C:28]([OH:30])=[O:29])=[CH:27][C:2]=3[F:1])[C:6]2=[O:23])[CH2:11][CH2:12]1)=[O:17])([CH3:22])([CH3:20])[CH3:21]. The yield is 0.957. (7) The reactants are [CH2:1]([O:8][NH:9][C:10](=[O:29])[CH2:11][C@H:12]([C:22]1OC=C(C=O)[N:26]=1)[CH2:13][CH2:14][CH2:15][CH:16]1[CH2:21][CH2:20][CH2:19][CH2:18][CH2:17]1)[C:2]1[CH:7]=[CH:6][CH:5]=[CH:4][CH:3]=1.[CH:30]([NH2:33])([CH3:32])[CH3:31].[CH3:34][C:35]([OH:37])=O.[CH2:38](Cl)Cl. No catalyst specified. The product is [CH2:1]([O:8][NH:9][C:10](=[O:29])[CH2:11][C@H:12]([C:22]1[O:37][CH:35]=[C:34]([CH2:38][NH:33][CH:30]([CH3:32])[CH3:31])[N:26]=1)[CH2:13][CH2:14][CH2:15][CH:16]1[CH2:17][CH2:18][CH2:19][CH2:20][CH2:21]1)[C:2]1[CH:3]=[CH:4][CH:5]=[CH:6][CH:7]=1. The yield is 0.320. (8) The reactants are [CH2:1]1[C:4]2([CH2:43][O:42][C:7]3([CH2:12][CH2:11][CH:10]([N:13]4[C:18](=[O:19])[C:17]([CH2:20][C:21]5[CH:26]=[CH:25][C:24]([C:27]6[C:28]([C:33]#[N:34])=[CH:29][CH:30]=[CH:31][CH:32]=6)=[CH:23][C:22]=5[F:35])=[C:16]([CH2:36][CH2:37][CH3:38])[N:15]5[N:39]=[CH:40][N:41]=[C:14]45)[CH2:9][CH2:8]3)[O:6][CH2:5]2)[CH2:3][CH2:2]1.[C:44]([BH3-])#N.[Na+].CC(OI1(OC(C)=O)(OC(C)=O)OC(=O)C2C1=CC=CC=2)=O.C(=O)([O-])O.[Na+].S([O-])([O-])(=O)=S.[Na+].[Na+].C[Mg]Br.[Cl-].[NH4+]. The catalyst is C(OCC)(=O)C.C(#N)C.O1CCCC1. The product is [F:35][C:22]1[CH:23]=[C:24]([C:27]2[C:28]([C:33]#[N:34])=[CH:29][CH:30]=[CH:31][CH:32]=2)[CH:25]=[CH:26][C:21]=1[CH2:20][C:17]1[C:18](=[O:19])[N:13]([C@H:10]2[CH2:9][CH2:8][C@H:7]([O:6][CH2:5][C:4]3([CH:43]([OH:42])[CH3:44])[CH2:3][CH2:2][CH2:1]3)[CH2:12][CH2:11]2)[C:14]2[N:15]([N:39]=[CH:40][N:41]=2)[C:16]=1[CH2:36][CH2:37][CH3:38]. The yield is 0.190.